This data is from M1 muscarinic receptor agonist screen with 61,833 compounds. The task is: Binary Classification. Given a drug SMILES string, predict its activity (active/inactive) in a high-throughput screening assay against a specified biological target. The drug is S(CC(=O)Nc1c(cccc1)C(F)(F)F)c1nc(N)c(cn1)C#N. The result is 0 (inactive).